This data is from Forward reaction prediction with 1.9M reactions from USPTO patents (1976-2016). The task is: Predict the product of the given reaction. Given the reactants Cl[C:2]1[C:3]([NH2:9])=[N:4][CH:5]=[N:6][C:7]=1Cl.[C:10]1([NH2:17])[CH:15]=[CH:14][CH:13]=[C:12]([NH2:16])[CH:11]=1.[O:18]([C:25]1[CH:30]=[CH:29][C:28](B(O)O)=[CH:27][CH:26]=1)[C:19]1[CH:24]=[CH:23][CH:22]=[CH:21][CH:20]=1.[C:34](Cl)(=[O:37])[CH:35]=[CH2:36], predict the reaction product. The product is: [NH2:9][C:3]1[N:4]=[CH:5][N:6]=[C:7]([NH:16][C:12]2[CH:11]=[C:10]([NH:17][C:34](=[O:37])[CH:35]=[CH2:36])[CH:15]=[CH:14][CH:13]=2)[C:2]=1[C:22]1[CH:23]=[CH:24][C:19]([O:18][C:25]2[CH:30]=[CH:29][CH:28]=[CH:27][CH:26]=2)=[CH:20][CH:21]=1.